This data is from Forward reaction prediction with 1.9M reactions from USPTO patents (1976-2016). The task is: Predict the product of the given reaction. Given the reactants O=P(Cl)(Cl)[Cl:3].CN([CH:9]=[O:10])C.[Cl:11][C:12]1[CH:17]=[CH:16][C:15]([CH2:18][C:19]([C:21]2[CH:26]=[CH:25][C:24]([Cl:27])=[CH:23][C:22]=2[Cl:28])=O)=[CH:14][CH:13]=1, predict the reaction product. The product is: [Cl:3][C:19]([C:21]1[CH:26]=[CH:25][C:24]([Cl:27])=[CH:23][C:22]=1[Cl:28])=[C:18]([C:15]1[CH:16]=[CH:17][C:12]([Cl:11])=[CH:13][CH:14]=1)[CH:9]=[O:10].